This data is from NCI-60 drug combinations with 297,098 pairs across 59 cell lines. The task is: Regression. Given two drug SMILES strings and cell line genomic features, predict the synergy score measuring deviation from expected non-interaction effect. (1) Drug 1: CC1=C(C=C(C=C1)NC2=NC=CC(=N2)N(C)C3=CC4=NN(C(=C4C=C3)C)C)S(=O)(=O)N.Cl. Drug 2: CCN(CC)CCNC(=O)C1=C(NC(=C1C)C=C2C3=C(C=CC(=C3)F)NC2=O)C. Cell line: OVCAR-4. Synergy scores: CSS=5.83, Synergy_ZIP=5.74, Synergy_Bliss=3.15, Synergy_Loewe=3.21, Synergy_HSA=2.66. (2) Drug 1: CC1OCC2C(O1)C(C(C(O2)OC3C4COC(=O)C4C(C5=CC6=C(C=C35)OCO6)C7=CC(=C(C(=C7)OC)O)OC)O)O. Drug 2: COC1=CC(=CC(=C1O)OC)C2C3C(COC3=O)C(C4=CC5=C(C=C24)OCO5)OC6C(C(C7C(O6)COC(O7)C8=CC=CS8)O)O. Cell line: UACC-257. Synergy scores: CSS=19.8, Synergy_ZIP=-2.79, Synergy_Bliss=4.74, Synergy_Loewe=-9.15, Synergy_HSA=6.47. (3) Drug 1: CCCS(=O)(=O)NC1=C(C(=C(C=C1)F)C(=O)C2=CNC3=C2C=C(C=N3)C4=CC=C(C=C4)Cl)F. Drug 2: CC(CN1CC(=O)NC(=O)C1)N2CC(=O)NC(=O)C2. Cell line: IGROV1. Synergy scores: CSS=12.8, Synergy_ZIP=-5.48, Synergy_Bliss=-3.67, Synergy_Loewe=-3.19, Synergy_HSA=-2.86. (4) Cell line: COLO 205. Synergy scores: CSS=50.0, Synergy_ZIP=4.90, Synergy_Bliss=1.43, Synergy_Loewe=-15.2, Synergy_HSA=1.04. Drug 1: CC1=C(C(CCC1)(C)C)C=CC(=CC=CC(=CC(=O)O)C)C. Drug 2: C#CCC(CC1=CN=C2C(=N1)C(=NC(=N2)N)N)C3=CC=C(C=C3)C(=O)NC(CCC(=O)O)C(=O)O. (5) Drug 1: CC1C(C(CC(O1)OC2CC(CC3=C2C(=C4C(=C3O)C(=O)C5=C(C4=O)C(=CC=C5)OC)O)(C(=O)CO)O)N)O.Cl. Drug 2: CC12CCC3C(C1CCC2O)C(CC4=C3C=CC(=C4)O)CCCCCCCCCS(=O)CCCC(C(F)(F)F)(F)F. Cell line: RPMI-8226. Synergy scores: CSS=36.4, Synergy_ZIP=-0.264, Synergy_Bliss=-0.990, Synergy_Loewe=-15.8, Synergy_HSA=-1.59. (6) Drug 1: C1=CC(=CC=C1CC(C(=O)O)N)N(CCCl)CCCl.Cl. Drug 2: C1=NC2=C(N1)C(=S)N=CN2. Cell line: SF-268. Synergy scores: CSS=7.58, Synergy_ZIP=-12.5, Synergy_Bliss=-14.5, Synergy_Loewe=-23.9, Synergy_HSA=-15.9. (7) Drug 1: COC1=CC(=CC(=C1O)OC)C2C3C(COC3=O)C(C4=CC5=C(C=C24)OCO5)OC6C(C(C7C(O6)COC(O7)C8=CC=CS8)O)O. Drug 2: C1=NC(=NC(=O)N1C2C(C(C(O2)CO)O)O)N. Cell line: SR. Synergy scores: CSS=69.3, Synergy_ZIP=0.0405, Synergy_Bliss=0.912, Synergy_Loewe=2.28, Synergy_HSA=4.99. (8) Drug 1: CNC(=O)C1=CC=CC=C1SC2=CC3=C(C=C2)C(=NN3)C=CC4=CC=CC=N4. Drug 2: C1=NC2=C(N1)C(=S)N=C(N2)N. Cell line: MALME-3M. Synergy scores: CSS=3.73, Synergy_ZIP=-7.95, Synergy_Bliss=-0.356, Synergy_Loewe=-6.21, Synergy_HSA=-2.10. (9) Drug 1: C1CCC(CC1)NC(=O)N(CCCl)N=O. Drug 2: CC1=CC2C(CCC3(C2CCC3(C(=O)C)OC(=O)C)C)C4(C1=CC(=O)CC4)C. Cell line: OVCAR3. Synergy scores: CSS=27.9, Synergy_ZIP=6.57, Synergy_Bliss=16.5, Synergy_Loewe=7.00, Synergy_HSA=13.7.